This data is from TCR-epitope binding with 47,182 pairs between 192 epitopes and 23,139 TCRs. The task is: Binary Classification. Given a T-cell receptor sequence (or CDR3 region) and an epitope sequence, predict whether binding occurs between them. (1) Result: 0 (the TCR does not bind to the epitope). The epitope is YVLDHLIVV. The TCR CDR3 sequence is CASSYQIGTQNEQYF. (2) The epitope is IVDTVSALV. The TCR CDR3 sequence is CASSPGSGVRETQYF. Result: 1 (the TCR binds to the epitope). (3) The epitope is ISPRTLNAW. The TCR CDR3 sequence is CASSQEQAWSTEAFF. Result: 0 (the TCR does not bind to the epitope). (4) The TCR CDR3 sequence is CASSFTSGTPDGYTF. The epitope is YLDAYNMMI. Result: 1 (the TCR binds to the epitope). (5) The epitope is RLRAEAQVK. The TCR CDR3 sequence is CASSSGALPRGETQYF. Result: 1 (the TCR binds to the epitope). (6) Result: 1 (the TCR binds to the epitope). The TCR CDR3 sequence is CASRWGGSAGTDTQYF. The epitope is LLWNGPMAV.